Dataset: Forward reaction prediction with 1.9M reactions from USPTO patents (1976-2016). Task: Predict the product of the given reaction. Given the reactants [Cl:1][C:2]1[CH:3]=[CH:4][C:5]2[O:9][C:8]([C:10]3[C:19]([N:20]([CH:22]([CH3:24])[CH3:23])[CH3:21])=[N:18][C:17]4[C:12](=[CH:13][CH:14]=[C:15]([C:25]([O:27]C)=[O:26])[CH:16]=4)[N:11]=3)=[CH:7][C:6]=2[CH:29]=1.[OH-].[Na+].O, predict the reaction product. The product is: [Cl:1][C:2]1[CH:3]=[CH:4][C:5]2[O:9][C:8]([C:10]3[C:19]([N:20]([CH:22]([CH3:24])[CH3:23])[CH3:21])=[N:18][C:17]4[C:12](=[CH:13][CH:14]=[C:15]([C:25]([OH:27])=[O:26])[CH:16]=4)[N:11]=3)=[CH:7][C:6]=2[CH:29]=1.